This data is from Peptide-MHC class I binding affinity with 185,985 pairs from IEDB/IMGT. The task is: Regression. Given a peptide amino acid sequence and an MHC pseudo amino acid sequence, predict their binding affinity value. This is MHC class I binding data. (1) The peptide sequence is NMYSEICYS. The MHC is HLA-A02:11 with pseudo-sequence HLA-A02:11. The binding affinity (normalized) is 0.936. (2) The peptide sequence is QIYAGIKVR. The MHC is HLA-B15:01 with pseudo-sequence HLA-B15:01. The binding affinity (normalized) is 0.0501. (3) The peptide sequence is RVGRVNPGT. The MHC is HLA-B07:02 with pseudo-sequence HLA-B07:02. The binding affinity (normalized) is 0.0785. (4) The peptide sequence is ASTNRQSGR. The MHC is HLA-A02:01 with pseudo-sequence HLA-A02:01. The binding affinity (normalized) is 0.